From a dataset of Catalyst prediction with 721,799 reactions and 888 catalyst types from USPTO. Predict which catalyst facilitates the given reaction. (1) Reactant: [OH:1][C:2]1[CH:3]=[N:4][C:5]2[C:10]([CH:11]=1)=[CH:9][CH:8]=[CH:7][CH:6]=2.C(=O)([O-])[O-].[Cs+].[Cs+].Cl[C:19]1[C:24]([Cl:25])=[CH:23][C:22]([N+:26]([O-:28])=[O:27])=[CH:21][N:20]=1. The catalyst class is: 9. Product: [Cl:25][C:24]1[C:19]([O:1][C:2]2[CH:3]=[N:4][C:5]3[C:10]([CH:11]=2)=[CH:9][CH:8]=[CH:7][CH:6]=3)=[N:20][CH:21]=[C:22]([N+:26]([O-:28])=[O:27])[CH:23]=1. (2) Reactant: [Br:1][CH2:2][C:3](=[O:6])[CH2:4][CH3:5].[S:7]1[CH2:11][CH2:10][CH2:9][CH2:8]1. Product: [Br-:1].[O:6]=[C:3]([CH2:4][CH3:5])[CH2:2][S+:7]1[CH2:11][CH2:10][CH2:9][CH2:8]1. The catalyst class is: 21. (3) Reactant: [C:1]([O:5][C:6]([N:8]1[CH2:13][CH2:12][CH:11]([CH2:14][O:15][C:16]2[CH:21]=[CH:20][C:19]([N+:22]([O-])=O)=[C:18]([NH:25][C:26]3[S:27][C:28]([C:38](=[O:40])[NH2:39])=[C:29]([C:31]4[CH:36]=[CH:35][CH:34]=[C:33]([Cl:37])[CH:32]=4)[N:30]=3)[CH:17]=2)[CH2:10][CH2:9]1)=[O:7])([CH3:4])([CH3:3])[CH3:2].[CH:41](OCC)(OCC)OCC. Product: [C:1]([O:5][C:6]([N:8]1[CH2:13][CH2:12][CH:11]([CH2:14][O:15][C:16]2[CH:21]=[CH:20][C:19]3[N:22]=[CH:41][N:25]([C:26]4[S:27][C:28]([C:38](=[O:40])[NH2:39])=[C:29]([C:31]5[CH:36]=[CH:35][CH:34]=[C:33]([Cl:37])[CH:32]=5)[N:30]=4)[C:18]=3[CH:17]=2)[CH2:10][CH2:9]1)=[O:7])([CH3:4])([CH3:3])[CH3:2]. The catalyst class is: 15. (4) Reactant: [Cl:1][C:2]1[CH:10]=[CH:9][C:5]([C:6]([NH2:8])=[O:7])=[C:4]([OH:11])[CH:3]=1.N1C=CC=CC=1.Cl[C:19](OCC)=[O:20]. The catalyst class is: 10. Product: [Cl:1][C:2]1[CH:10]=[CH:9][C:5]2[C:6](=[O:7])[NH:8][C:19](=[O:20])[O:11][C:4]=2[CH:3]=1. (5) Product: [Cl:24][C:25]1[CH:26]=[C:27]([CH:30]=[CH:31][CH:32]=1)[CH2:28][N:6]1[C:2]([CH3:21])([CH3:1])[C:3](=[O:20])[N:4]([C:8]([C:10]2[C:19]3[C:14](=[CH:15][CH:16]=[CH:17][CH:18]=3)[CH:13]=[CH:12][CH:11]=2)=[O:9])[C:5]1=[O:7]. The catalyst class is: 3. Reactant: [CH3:1][C:2]1([CH3:21])[NH:6][C:5](=[O:7])[N:4]([C:8]([C:10]2[C:19]3[C:14](=[CH:15][CH:16]=[CH:17][CH:18]=3)[CH:13]=[CH:12][CH:11]=2)=[O:9])[C:3]1=[O:20].[H-].[Na+].[Cl:24][C:25]1[CH:26]=[C:27]([CH:30]=[CH:31][CH:32]=1)[CH2:28]Br.C(OCC)(=O)C. (6) Reactant: Cl.[CH:2]12[CH2:11][CH:6]3[CH2:7][CH:8]([CH2:10][CH:4]([CH2:5]3)[C:3]1=O)[CH2:9]2.[CH:13]([NH2:16])([CH3:15])[CH3:14].C([BH3-])#N.C([N+](CCCC)(CCCC)CCCC)CCC. Product: [CH:2]12[CH2:11][CH:6]3[CH2:7][CH:8]([CH2:10][CH:4]([CH2:5]3)[CH:3]1[NH:16][CH:13]([CH3:15])[CH3:14])[CH2:9]2. The catalyst class is: 4. (7) Reactant: C(OC([N:8]1[CH2:14][CH2:13][CH2:12][C:11]2[C:15]([C:24]3[CH:29]=[CH:28][C:27]([F:30])=[CH:26][CH:25]=3)=[N:16][C:17]([N:19]([CH2:22][CH3:23])[CH2:20][CH3:21])=[N:18][C:10]=2[CH2:9]1)=O)(C)(C)C.Cl. Product: [CH2:22]([N:19]([CH2:20][CH3:21])[C:17]1[N:16]=[C:15]([C:24]2[CH:25]=[CH:26][C:27]([F:30])=[CH:28][CH:29]=2)[C:11]2[CH2:12][CH2:13][CH2:14][NH:8][CH2:9][C:10]=2[N:18]=1)[CH3:23]. The catalyst class is: 817. (8) Reactant: [OH:1][C:2]1[N:6]([C:7]2[CH:12]=[CH:11][C:10]([C:13](=[O:22])[NH:14][CH2:15][CH:16]3[CH2:21][CH2:20][O:19][CH2:18][CH2:17]3)=[CH:9][N:8]=2)[N:5]=[CH:4][C:3]=1[C:23]([O:25][CH2:26][CH3:27])=[O:24].[CH3:28]COC(C)=O.[N+](=C[Si](C)(C)C)=[N-].C(O)(=O)C. Product: [CH3:28][O:1][C:2]1[N:6]([C:7]2[CH:12]=[CH:11][C:10]([C:13](=[O:22])[NH:14][CH2:15][CH:16]3[CH2:17][CH2:18][O:19][CH2:20][CH2:21]3)=[CH:9][N:8]=2)[N:5]=[CH:4][C:3]=1[C:23]([O:25][CH2:26][CH3:27])=[O:24]. The catalyst class is: 5.